From a dataset of Forward reaction prediction with 1.9M reactions from USPTO patents (1976-2016). Predict the product of the given reaction. (1) Given the reactants [N:1]1[CH:6]=[CH:5][CH:4]=[CH:3][C:2]=1[C:7]1[C:11]([NH2:12])=[CH:10][NH:9][N:8]=1.[F:13][C:14]1[CH:19]=[CH:18][CH:17]=[C:16]([F:20])[C:15]=1[N:21]=[C:22]=[O:23].[OH-].[K+], predict the reaction product. The product is: [F:13][C:14]1[CH:19]=[CH:18][CH:17]=[C:16]([F:20])[C:15]=1[NH:21][C:22]([NH:12][C:11]1[C:7]([C:2]2[CH:3]=[CH:4][CH:5]=[CH:6][N:1]=2)=[N:8][NH:9][CH:10]=1)=[O:23]. (2) Given the reactants Br[CH2:2][C:3]([C:5]1[CH:10]=[CH:9][C:8]([N+:11]([O-:13])=[O:12])=[CH:7][CH:6]=1)=[O:4].C1N2CN3CN(C2)C[N:15]1C3.[ClH:24], predict the reaction product. The product is: [ClH:24].[NH2:15][CH2:2][C:3]([C:5]1[CH:10]=[CH:9][C:8]([N+:11]([O-:13])=[O:12])=[CH:7][CH:6]=1)=[O:4]. (3) Given the reactants [NH:1]1[C:9]2[C:4](=[CH:5][CH:6]=[CH:7][CH:8]=2)[C:3]2([C:21]3[C:12](=[CH:13][C:14]4[O:19][CH2:18][CH2:17][O:16][C:15]=4[CH:20]=3)[O:11][CH2:10]2)[C:2]1=[O:22].Br[CH2:24][C:25]1[N:35]=[CH:34][CH:33]=[CH:32][C:26]=1[C:27]([O:29][CH2:30][CH3:31])=[O:28].C(=O)([O-])[O-].[Cs+].[Cs+].[I-].[K+], predict the reaction product. The product is: [O:22]=[C:2]1[C:3]2([C:21]3[C:12](=[CH:13][C:14]4[O:19][CH2:18][CH2:17][O:16][C:15]=4[CH:20]=3)[O:11][CH2:10]2)[C:4]2[C:9](=[CH:8][CH:7]=[CH:6][CH:5]=2)[N:1]1[CH2:24][C:25]1[C:26]([C:27]([O:29][CH2:30][CH3:31])=[O:28])=[CH:32][CH:33]=[CH:34][N:35]=1.